This data is from Reaction yield outcomes from USPTO patents with 853,638 reactions. The task is: Predict the reaction yield, written as a fraction of the theoretical maximum amount of product (1.0 means a 100% yield; for example, 0.34 means a 34% yield). (1) The reactants are Cl[C:2]1[C:3]([CH:8]2[CH2:11][N:10]([C:12]3[CH:21]=[CH:20][C:19]4[C:14](=[CH:15][CH:16]=[CH:17][CH:18]=4)[N:13]=3)[CH2:9]2)=[N:4][CH:5]=[CH:6][N:7]=1.[C:22]1(B(O)O)[CH:27]=[CH:26][CH:25]=[CH:24][CH:23]=1.P([O-])([O-])([O-])=O.[K+].[K+].[K+].O. The catalyst is CC(P(C(C)(C)C)C1C=CC(N(C)C)=CC=1)(C)C.CC(P(C(C)(C)C)C1C=CC(N(C)C)=CC=1)(C)C.Cl[Pd]Cl.O1CCOCC1. The product is [C:22]1([C:2]2[C:3]([CH:8]3[CH2:11][N:10]([C:12]4[CH:21]=[CH:20][C:19]5[C:14](=[CH:15][CH:16]=[CH:17][CH:18]=5)[N:13]=4)[CH2:9]3)=[N:4][CH:5]=[CH:6][N:7]=2)[CH:27]=[CH:26][CH:25]=[CH:24][CH:23]=1. The yield is 0.880. (2) The reactants are [Cl:1][C:2]1[CH:7]=[C:6]([N:8]2[CH2:13][CH2:12][O:11][CH2:10][CH2:9]2)[N:5]=[C:4]([CH2:14][CH2:15][CH2:16][C:17](OCC)=[O:18])[N:3]=1.[H-].C([Al+]CC(C)C)C(C)C. The catalyst is C1COCC1. The product is [Cl:1][C:2]1[CH:7]=[C:6]([N:8]2[CH2:13][CH2:12][O:11][CH2:10][CH2:9]2)[N:5]=[C:4]([CH2:14][CH2:15][CH2:16][CH2:17][OH:18])[N:3]=1. The yield is 0.790. (3) The reactants are C[O:2][C:3]([C:5]1[CH:6]=[CH:7][C:8]2[CH2:9][C@H:10]3[C@@H:15]([C:16]=2[CH:17]=1)[CH2:14][CH2:13][CH2:12][N:11]3[C:18]([C:20]1[CH:28]=[CH:27][C:23]2[NH:24][CH:25]=[N:26][C:22]=2[CH:21]=1)=[O:19])=[O:4].COC(C1C=CC2[C@@H]3[C@@H](N(C(C4C=CC5NC=NC=5C=4)=O)CCC3)CC=2C=1)=O. No catalyst specified. The product is [NH:24]1[C:23]2[CH:27]=[CH:28][C:20]([C:18]([N:11]3[CH2:12][CH2:13][CH2:14][C@@H:15]4[C:16]5[CH:17]=[C:5]([C:3]([OH:4])=[O:2])[CH:6]=[CH:7][C:8]=5[CH2:9][C@H:10]34)=[O:19])=[CH:21][C:22]=2[N:26]=[CH:25]1. The yield is 0.0400. (4) The reactants are [CH2:1]([N:8]1[CH:12]=[C:11]([C:13]2[CH:17]=[C:16]([C:18]([OH:20])=O)[NH:15][N:14]=2)[N:10]=[CH:9]1)[C:2]1[CH:7]=[CH:6][CH:5]=[CH:4][CH:3]=1.[NH2:21][C@@H:22]([CH3:38])[CH2:23][N:24]1[CH:28]=[CH:27][C:26]([C:29]2[CH:36]=[CH:35][C:32]([C:33]#[N:34])=[C:31]([Cl:37])[CH:30]=2)=[N:25]1. No catalyst specified. The product is [CH2:1]([N:8]1[CH:12]=[C:11]([C:13]2[CH:17]=[C:16]([C:18]([NH:21][C@@H:22]([CH3:38])[CH2:23][N:24]3[CH:28]=[CH:27][C:26]([C:29]4[CH:36]=[CH:35][C:32]([C:33]#[N:34])=[C:31]([Cl:37])[CH:30]=4)=[N:25]3)=[O:20])[NH:15][N:14]=2)[N:10]=[CH:9]1)[C:2]1[CH:3]=[CH:4][CH:5]=[CH:6][CH:7]=1. The yield is 0.449. (5) The reactants are [CH2:1]([O:3][CH:4]([O:7][CH2:8][CH3:9])[CH2:5][NH2:6])[CH3:2].Br[CH2:11][CH:12]1[CH2:17][CH2:16][CH2:15][CH2:14][CH2:13]1. No catalyst specified. The product is [CH:12]1([CH2:11][NH:6][CH2:5][CH:4]([O:7][CH2:8][CH3:9])[O:3][CH2:1][CH3:2])[CH2:17][CH2:16][CH2:15][CH2:14][CH2:13]1. The yield is 0.300. (6) The reactants are [CH3:1][N:2]1[CH2:15][CH2:14][C:5]2[NH:6][C:7]3[CH:8]=[CH:9][C:10]([CH3:13])=[CH:11][C:12]=3[C:4]=2[CH2:3]1.[OH-].[K+].[CH:18]([C:21]1[CH:26]=[CH:25][C:24]([CH:27]=[CH2:28])=[CH:23][N:22]=1)([CH3:20])[CH3:19]. The catalyst is CN1CCCC1=O.O. The product is [CH:18]([C:21]1[N:22]=[CH:23][C:24]([CH2:27][CH2:28][N:6]2[C:7]3[CH:8]=[CH:9][C:10]([CH3:13])=[CH:11][C:12]=3[C:4]3[CH2:3][N:2]([CH3:1])[CH2:15][CH2:14][C:5]2=3)=[CH:25][CH:26]=1)([CH3:20])[CH3:19]. The yield is 0.140. (7) The reactants are C([O:7][CH2:8][C:9]([F:15])([F:14])[S:10]([O-:13])(=[O:12])=[O:11])(=O)C(C)(C)C.[C:16]1([S+:22]([C:29]2[CH:34]=[CH:33][CH:32]=[CH:31][CH:30]=2)[C:23]2[CH:28]=[CH:27][CH:26]=[CH:25][CH:24]=2)[CH:21]=[CH:20][CH:19]=[CH:18][CH:17]=1.[OH-].[Na+].Cl. The catalyst is CO. The product is [F:14][C:9]([F:15])([S:10]([O-:13])(=[O:12])=[O:11])[CH2:8][OH:7].[C:29]1([S+:22]([C:16]2[CH:17]=[CH:18][CH:19]=[CH:20][CH:21]=2)[C:23]2[CH:28]=[CH:27][CH:26]=[CH:25][CH:24]=2)[CH:30]=[CH:31][CH:32]=[CH:33][CH:34]=1. The yield is 0.780. (8) The reactants are [CH:1]1[C:6]([OH:7])=[CH:5][CH:4]=[C:3]([CH3:8])[CH:2]=1.[H-].[Na+].Br[CH2:12][C:13]([CH3:24])=[CH:14][C:15]1[CH:20]=[CH:19][C:18]([CH:21]([CH3:23])[CH3:22])=[CH:17][CH:16]=1.O. The catalyst is CN(C=O)C. The product is [CH:21]([C:18]1[CH:17]=[CH:16][C:15]([CH:14]=[C:13]([CH3:24])[CH2:12][O:7][C:6]2[CH:5]=[CH:4][C:3]([CH3:8])=[CH:2][CH:1]=2)=[CH:20][CH:19]=1)([CH3:23])[CH3:22]. The yield is 0.910. (9) The reactants are [F:1][C:2]1[CH:7]=[CH:6][C:5]([NH:8][CH2:9][CH2:10][C:11]2[CH:16]=[CH:15][CH:14]=[C:13]([O:17][CH2:18][C:19]3[CH:24]=[CH:23][CH:22]=[CH:21][CH:20]=3)[CH:12]=2)=[CH:4][CH:3]=1.[OH:25][C:26]1[CH:31]=[CH:30][C:29]([CH2:32][CH2:33][C:34](O)=[O:35])=[CH:28][CH:27]=1. No catalyst specified. The product is [F:1][C:2]1[CH:7]=[CH:6][C:5]([N:8]([CH2:9][CH2:10][C:11]2[CH:16]=[CH:15][CH:14]=[C:13]([O:17][CH2:18][C:19]3[CH:20]=[CH:21][CH:22]=[CH:23][CH:24]=3)[CH:12]=2)[C:34](=[O:35])[CH2:33][CH2:32][C:29]2[CH:30]=[CH:31][C:26]([OH:25])=[CH:27][CH:28]=2)=[CH:4][CH:3]=1. The yield is 0.890. (10) The reactants are [C:1]([C:3]1([CH2:16][OH:17])[CH2:8][CH2:7][N:6]([C:9]([O:11][C:12]([CH3:15])([CH3:14])[CH3:13])=[O:10])[CH2:5][CH2:4]1)#[N:2].[S:18](Cl)([C:21]1[CH:27]=[CH:26][C:24]([CH3:25])=[CH:23][CH:22]=1)(=[O:20])=[O:19].ClC1C(C=O)=CN=C(SC)N=1. The catalyst is CN(C1C=CN=CC=1)C.C(Cl)Cl. The product is [C:1]([C:3]1([CH2:16][O:17][S:18]([C:21]2[CH:27]=[CH:26][C:24]([CH3:25])=[CH:23][CH:22]=2)(=[O:20])=[O:19])[CH2:8][CH2:7][N:6]([C:9]([O:11][C:12]([CH3:13])([CH3:14])[CH3:15])=[O:10])[CH2:5][CH2:4]1)#[N:2]. The yield is 0.244.